This data is from Forward reaction prediction with 1.9M reactions from USPTO patents (1976-2016). The task is: Predict the product of the given reaction. (1) Given the reactants C(N(CC)CC)C.[Br:8][C:9]1[C:10](Cl)=[N:11][C:12]([Cl:15])=[N:13][CH:14]=1.[CH3:17][O:18][CH2:19][C:20]([NH2:23])([CH3:22])[CH3:21].N1C=CC=NC=1, predict the reaction product. The product is: [Br:8][C:9]1[C:10]([NH:23][C:20]([CH3:22])([CH3:21])[CH2:19][O:18][CH3:17])=[N:11][C:12]([Cl:15])=[N:13][CH:14]=1. (2) The product is: [CH2:19]([O:11][C:10]([C:2]1[NH:1][C:9]2[C:4]([CH:3]=1)=[CH:5][CH:6]=[CH:7][CH:8]=2)=[O:12])[C:13]1[CH:18]=[CH:17][CH:16]=[CH:15][CH:14]=1. Given the reactants [NH:1]1[C:9]2[C:4](=[CH:5][CH:6]=[CH:7][CH:8]=2)[CH:3]=[C:2]1[C:10]([OH:12])=[O:11].[C:13]1([CH2:19]O)[CH:18]=[CH:17][CH:16]=[CH:15][CH:14]=1, predict the reaction product. (3) Given the reactants [N:1]1[CH:6]=[CH:5][CH:4]=[CH:3][C:2]=1[CH2:7][NH:8][C:9](=[O:23])[C:10]1[CH:15]=[CH:14][C:13]([NH:16][C:17](=O)[CH3:18])=[C:12]([N+:20]([O-])=O)[CH:11]=1.C(O)(=O)C, predict the reaction product. The product is: [CH3:18][C:17]1[NH:20][C:12]2[CH:11]=[C:10]([C:9](=[O:23])[NH:8][CH2:7][C:2]3[CH:3]=[CH:4][CH:5]=[CH:6][N:1]=3)[CH:15]=[CH:14][C:13]=2[N:16]=1. (4) Given the reactants [CH3:1][C:2]1[CH:9]=[CH:8][C:5]([CH:6]=O)=[CH:4][CH:3]=1.[NH:10]1[C:14]([NH2:15])=[CH:13][CH:12]=[N:11]1.O=[C:17]([CH3:23])[CH2:18][C:19]([O:21][CH3:22])=[O:20].C(C1C(=O)C(Cl)=C(Cl)C(=O)C=1C#N)#N, predict the reaction product. The product is: [CH3:23][C:17]1[C:18]([C:19]([O:21][CH3:22])=[O:20])=[C:6]([C:5]2[CH:8]=[CH:9][C:2]([CH3:1])=[CH:3][CH:4]=2)[N:10]2[N:11]=[CH:12][CH:13]=[C:14]2[N:15]=1. (5) Given the reactants [OH:1][C:2]1[CH:3]=[C:4]([CH:9]=[CH:10][C:11]=1[O:12][CH3:13])[C:5]([O:7][CH3:8])=[O:6].O[CH2:15][CH2:16][N:17]1[CH2:22][CH2:21][O:20][CH2:19][CH2:18]1.C1(P(C2C=CC=CC=2)C2C=CC=CC=2)C=CC=CC=1.N(C(OCC)=O)=NC(OCC)=O.N(C(OCC)=O)(C(OCC)=O)N, predict the reaction product. The product is: [CH3:8][O:7][C:5](=[O:6])[C:4]1[CH:9]=[CH:10][C:11]([O:12][CH3:13])=[C:2]([O:1][CH2:15][CH2:16][N:17]2[CH2:22][CH2:21][O:20][CH2:19][CH2:18]2)[CH:3]=1. (6) Given the reactants [NH:1]1[C:5]2[CH:6]=[C:7]([C:10]([O:12][CH3:13])=[O:11])[CH:8]=[CH:9][C:4]=2[N:3]=[CH:2]1.[H-].[Na+].[CH3:16]I, predict the reaction product. The product is: [CH3:16][N:3]1[C:4]2[CH:9]=[CH:8][C:7]([C:10]([O:12][CH3:13])=[O:11])=[CH:6][C:5]=2[N:1]=[CH:2]1.